From a dataset of Blood-brain barrier permeability classification from the B3DB database. Regression/Classification. Given a drug SMILES string, predict its absorption, distribution, metabolism, or excretion properties. Task type varies by dataset: regression for continuous measurements (e.g., permeability, clearance, half-life) or binary classification for categorical outcomes (e.g., BBB penetration, CYP inhibition). Dataset: b3db_classification. (1) The drug is CN=C(Cc1ccc2ccccc2c1)NC. The result is 1 (penetrates BBB). (2) The molecule is CC1CC2C3CC(F)C4=CC(=O)C=CC4(C)C3(F)C(O)CC2(C)C1(O)C(=O)CO. The result is 1 (penetrates BBB). (3) The molecule is CC(=O)OCC(=O)C1(O)CCC2C3CC(Cl)C4=CC(=O)C=CC4(C)C3C(=O)CC21C. The result is 1 (penetrates BBB). (4) The compound is CC12CC(=O)[C@H]3C(CC[C@H]4C[C@H](O)CCC43C)[C@@H]1CCC2C(=O)CO. The result is 1 (penetrates BBB). (5) The drug is CN(C)Cc1ccnc(-c2cccc(Nc3[nH]ccc3[N+](=O)[O-])c2)c1. The result is 1 (penetrates BBB).